Dataset: Forward reaction prediction with 1.9M reactions from USPTO patents (1976-2016). Task: Predict the product of the given reaction. The product is: [Cl:1][C:2]1[S:6][C:5]([S:7]([NH:10][C:11]([NH:13][CH2:14][CH2:15][CH2:16][CH2:17][CH2:18][CH2:19][CH2:20][CH3:21])=[NH:12])(=[O:9])=[O:8])=[C:4]([B:27]([OH:30])[OH:28])[CH:3]=1. Given the reactants [Cl:1][C:2]1[S:6][C:5]([S:7]([NH:10][C:11]([NH:13][CH2:14][CH2:15][CH2:16][CH2:17][CH2:18][CH2:19][CH2:20][CH3:21])=[NH:12])(=[O:9])=[O:8])=[CH:4][CH:3]=1.C([Li])CCC.[B:27](OC)([O:30]C)[O:28]C.Cl, predict the reaction product.